Dataset: Forward reaction prediction with 1.9M reactions from USPTO patents (1976-2016). Task: Predict the product of the given reaction. (1) Given the reactants [CH3:1][CH:2]1[CH:7]=[C:6]([CH3:8])[CH2:5][CH2:4][CH:3]1[C:9]1[CH:14]=[CH:13][CH:12]=[CH:11][N:10]=1.C[C@@H]1C[C@H](C)CC[C@@H]1C1C=CC=CN=1, predict the reaction product. The product is: [CH3:1][C@@H:2]1[CH:7]=[C:6]([CH3:8])[CH2:5][CH2:4][C@H:3]1[C:9]1[CH:14]=[CH:13][CH:12]=[CH:11][N:10]=1. (2) The product is: [F:18][C:19]1[CH:24]=[CH:23][C:22]([O:17][CH2:16][CH:10]2[CH2:9][N:8]([CH2:1][C:2]3[CH:7]=[CH:6][CH:5]=[CH:4][CH:3]=3)[CH:14]([CH3:15])[CH2:13][CH2:12][CH2:11]2)=[CH:21][C:20]=1[CH3:26]. Given the reactants [CH2:1]([N:8]1[CH:14]([CH3:15])[CH2:13][CH2:12][CH2:11][CH:10]([CH2:16][OH:17])[CH2:9]1)[C:2]1[CH:7]=[CH:6][CH:5]=[CH:4][CH:3]=1.[F:18][C:19]1[CH:24]=[CH:23][C:22](O)=[CH:21][C:20]=1[CH3:26].C1C=CC(P(C2C=CC=CC=2)C2C=CC=CC=2)=CC=1.CC(OC(/N=N/C(OC(C)C)=O)=O)C, predict the reaction product. (3) Given the reactants [CH3:1][O:2][C:3]1[CH:19]=[CH:18][C:6]([CH2:7][O:8][C:9]([C:11]2[CH:16]=[CH:15][C:14](=[O:17])[NH:13][CH:12]=2)=[O:10])=[CH:5][CH:4]=1.C([O-])([O-])=O.[K+].[K+].Br[CH2:27][CH2:28][OH:29], predict the reaction product. The product is: [CH3:1][O:2][C:3]1[CH:4]=[CH:5][C:6]([CH2:7][O:8][C:9]([C:11]2[CH:16]=[CH:15][C:14](=[O:17])[N:13]([CH2:27][CH2:28][OH:29])[CH:12]=2)=[O:10])=[CH:18][CH:19]=1. (4) Given the reactants [CH3:1][C:2]1[CH:7]=[C:6]([C:8]([F:11])([F:10])[F:9])[N:5]=[C:4]([S:12][CH3:13])[N:3]=1.[Se](=O)=O.[S:17]1[CH2:21][C:20](=[O:22])[NH:19][C:18]1=[O:23].C(N(CC)CC)C, predict the reaction product. The product is: [CH3:13][S:12][C:4]1[N:3]=[C:2](/[CH:1]=[C:21]2/[C:20](=[O:22])[NH:19][C:18](=[O:23])[S:17]/2)[CH:7]=[C:6]([C:8]([F:10])([F:11])[F:9])[N:5]=1. (5) Given the reactants C([O:3][C:4](=[O:21])[C:5]1[CH:10]=[CH:9][CH:8]=[N:7][C:6]=1[C:11]1[CH:16]=[CH:15][C:14]([C:17]([F:20])([F:19])[F:18])=[CH:13][CH:12]=1)C.O.[OH-].[Li+], predict the reaction product. The product is: [F:19][C:17]([F:18])([F:20])[C:14]1[CH:13]=[CH:12][C:11]([C:6]2[N:7]=[CH:8][CH:9]=[CH:10][C:5]=2[C:4]([OH:21])=[O:3])=[CH:16][CH:15]=1. (6) Given the reactants [C:1]([NH:5][C:6](=[O:35])[C:7]1[CH:12]=[CH:11][CH:10]=[C:9]([O:13][C:14]2[CH:19]=[CH:18][C:17]([NH:20][C:21]3[C:31]4[CH:30]=[C:29]([CH:32]=O)[CH2:28][CH2:27][NH:26][C:25]=4[N:24]=[CH:23][N:22]=3)=[CH:16][C:15]=2[Cl:34])[CH:8]=1)([CH3:4])([CH3:3])[CH3:2].[NH2:36][CH2:37][C:38]#[N:39].C(O[BH-](OC(=O)C)OC(=O)C)(=O)C.[Na+].[ClH:54].C(OCC)(=O)C, predict the reaction product. The product is: [ClH:34].[ClH:54].[C:1]([NH:5][C:6](=[O:35])[C:7]1[CH:12]=[CH:11][CH:10]=[C:9]([O:13][C:14]2[CH:19]=[CH:18][C:17]([NH:20][C:21]3[C:31]4[CH:30]=[C:29]([CH2:32][NH:39][CH2:38][C:37]#[N:36])[CH2:28][CH2:27][NH:26][C:25]=4[N:24]=[CH:23][N:22]=3)=[CH:16][C:15]=2[Cl:34])[CH:8]=1)([CH3:4])([CH3:3])[CH3:2].